Dataset: Forward reaction prediction with 1.9M reactions from USPTO patents (1976-2016). Task: Predict the product of the given reaction. (1) Given the reactants [C:1]1([C:7]2[CH:8]=[C:9]([N:13]3[CH2:18][CH2:17][O:16][CH2:15][CH2:14]3)[N:10]=[N:11][CH:12]=2)[CH:6]=[CH:5][CH:4]=[CH:3][CH:2]=1.[CH:19]1([CH2:24]OS(C)(=O)=O)[CH2:23][CH2:22][CH2:21][CH2:20]1.[C:30]([C:37]([O:39][CH2:40][CH3:41])=[O:38])#[C:31][C:32]([O:34][CH2:35][CH3:36])=[O:33].CCCC[N+](CCCC)(CCCC)CCCC.[F-], predict the reaction product. The product is: [CH2:40]([O:39][C:37]([C:30]1[C:31]([C:32]([O:34][CH2:35][CH3:36])=[O:33])=[C:24]([CH:19]2[CH2:20][CH2:21][CH2:22][CH2:23]2)[N:11]2[C:12]=1[C:7]([C:1]1[CH:2]=[CH:3][CH:4]=[CH:5][CH:6]=1)=[CH:8][C:9]([N:13]1[CH2:18][CH2:17][O:16][CH2:15][CH2:14]1)=[N:10]2)=[O:38])[CH3:41]. (2) Given the reactants Cl[C:2]1[N:7]=[C:6]([NH:8][C:9]2[CH:14]=[CH:13][CH:12]=[CH:11][C:10]=2[S:15]([CH:18]([CH3:20])[CH3:19])(=[O:17])=[O:16])[C:5]([Cl:21])=[CH:4][N:3]=1.[CH3:22][P:23]([C:26]1[CH:32]=[CH:31][C:29]([NH2:30])=[CH:28][CH:27]=1)([CH3:25])=[O:24].Cl.C(=O)(O)[O-].[Na+], predict the reaction product. The product is: [Cl:21][C:5]1[C:6]([NH:8][C:9]2[CH:14]=[CH:13][CH:12]=[CH:11][C:10]=2[S:15]([CH:18]([CH3:20])[CH3:19])(=[O:17])=[O:16])=[N:7][C:2]([NH:30][C:29]2[CH:28]=[CH:27][C:26]([P:23]([CH3:25])([CH3:22])=[O:24])=[CH:32][CH:31]=2)=[N:3][CH:4]=1. (3) Given the reactants [C:1]1([N:7]([CH2:9][CH2:10][OH:11])N)[CH:6]=[CH:5][CH:4]=[CH:3][CH:2]=1.[CH2:12]([N:14]([CH2:28][CH3:29])[C:15]([CH:17]1[CH2:26][C:25](=O)[C:24]2[C:19](=[CH:20][CH:21]=[CH:22][CH:23]=2)[S:18]1)=[O:16])[CH3:13].S(=O)(=O)(O)O, predict the reaction product. The product is: [CH2:28]([N:14]([CH2:12][CH3:13])[C:15]([CH:17]1[C:26]2[C:6]3[C:1](=[CH:2][CH:3]=[CH:4][CH:5]=3)[N:7]([CH2:9][CH2:10][OH:11])[C:25]=2[C:24]2[CH:23]=[CH:22][CH:21]=[CH:20][C:19]=2[S:18]1)=[O:16])[CH3:29]. (4) The product is: [Cl:1][C:2]1[CH:31]=[CH:30][C:5]([C:6]([N:8]([CH:10]2[CH:14]([C:15]3[CH:20]=[CH:19][C:18]([Cl:21])=[CH:17][CH:16]=3)[CH2:13][N:12]([C:22]([CH:24]3[CH2:25][CH2:26][N:27]([CH2:39][C:40]#[N:41])[CH2:28][CH2:29]3)=[O:23])[CH2:11]2)[CH3:9])=[O:7])=[CH:4][C:3]=1[C:32]([F:34])([F:35])[F:33]. Given the reactants [Cl:1][C:2]1[CH:31]=[CH:30][C:5]([C:6]([N:8]([CH:10]2[CH:14]([C:15]3[CH:20]=[CH:19][C:18]([Cl:21])=[CH:17][CH:16]=3)[CH2:13][N:12]([C:22]([CH:24]3[CH2:29][CH2:28][NH:27][CH2:26][CH2:25]3)=[O:23])[CH2:11]2)[CH3:9])=[O:7])=[CH:4][C:3]=1[C:32]([F:35])([F:34])[F:33].[H-].[Na+].I[CH2:39][C:40]#[N:41], predict the reaction product. (5) The product is: [Cl:2][C:3]1[CH:8]=[C:7]([Cl:9])[CH:6]=[CH:5][C:4]=1[CH2:10][CH2:11][O:12][C:13]1[CH:14]=[C:15]([CH:26]=[CH:27][C:28]=1[O:29][CH3:30])[C:16]([NH:18][CH2:19][CH:20]1[CH2:25][CH2:24][N:23]([CH2:34][C:35]([OH:37])=[O:36])[CH2:22][CH2:21]1)=[O:17]. Given the reactants Cl.[Cl:2][C:3]1[CH:8]=[C:7]([Cl:9])[CH:6]=[CH:5][C:4]=1[CH2:10][CH2:11][O:12][C:13]1[CH:14]=[C:15]([CH:26]=[CH:27][C:28]=1[O:29][CH3:30])[C:16]([NH:18][CH2:19][CH:20]1[CH2:25][CH2:24][NH:23][CH2:22][CH2:21]1)=[O:17].[OH-].[Na+].Br[CH2:34][C:35]([OH:37])=[O:36].Cl, predict the reaction product. (6) Given the reactants CON(C)[C:4]([C:6]1[C:7]([C:17]2[CH:22]=[CH:21][C:20]([Cl:23])=[CH:19][CH:18]=2)=[N:8][S:9][C:10]=1[C:11]1[CH:16]=[CH:15][CH:14]=[CH:13][CH:12]=1)=[O:5].CC(C[AlH]CC(C)C)C.CC(O)C.C(=O)=O, predict the reaction product. The product is: [Cl:23][C:20]1[CH:19]=[CH:18][C:17]([C:7]2[C:6]([CH:4]=[O:5])=[C:10]([C:11]3[CH:12]=[CH:13][CH:14]=[CH:15][CH:16]=3)[S:9][N:8]=2)=[CH:22][CH:21]=1. (7) Given the reactants [CH3:1][O:2][C:3]1[CH:4]=[C:5]2[C:10](=[CH:11][C:12]=1[O:13][CH3:14])[N:9]=[CH:8][N:7]=[C:6]2O.P(Cl)(Cl)([Cl:18])=O.C(N(CC)CC)C, predict the reaction product. The product is: [Cl:18][C:6]1[C:5]2[C:10](=[CH:11][C:12]([O:13][CH3:14])=[C:3]([O:2][CH3:1])[CH:4]=2)[N:9]=[CH:8][N:7]=1. (8) Given the reactants [Cl:1][C:2]1[C:3]([F:21])=[C:4](B2OC(C)(C)C(C)(C)O2)[C:5]([C:8]([F:11])([F:10])[CH3:9])=[CH:6][CH:7]=1.Cl[C:23]1[CH:28]=[C:27]([O:29][CH3:30])[N:26]=[CH:25][N:24]=1.C1(C)C=CC=CC=1.C([O-])([O-])=O.[Na+].[Na+], predict the reaction product. The product is: [Cl:1][C:2]1[C:3]([F:21])=[C:4]([C:23]2[CH:28]=[C:27]([O:29][CH3:30])[N:26]=[CH:25][N:24]=2)[C:5]([C:8]([F:10])([F:11])[CH3:9])=[CH:6][CH:7]=1. (9) Given the reactants [CH2:1]([O:3][C:4]([C:6]1[NH:7][N:8]=[C:9]([CH3:15])[C:10]=1[C:11]([F:14])([F:13])[F:12])=[O:5])[CH3:2].[CH3:16]I.[H-].[Na+], predict the reaction product. The product is: [CH2:1]([O:3][C:4]([C:6]1[N:7]([CH3:16])[N:8]=[C:9]([CH3:15])[C:10]=1[C:11]([F:13])([F:14])[F:12])=[O:5])[CH3:2].